Dataset: Forward reaction prediction with 1.9M reactions from USPTO patents (1976-2016). Task: Predict the product of the given reaction. Given the reactants [NH2:1][C:2]1[C:7]2[C:8](=[O:29])[N:9]([C:14]3[CH:19]=[CH:18][C:17]([C:20]4([C:26](O)=[O:27])[CH2:25][CH2:24][CH2:23][CH2:22][CH2:21]4)=[CH:16][CH:15]=3)[CH2:10][C@@H:11]([CH3:13])[O:12][C:6]=2[N:5]=[CH:4][N:3]=1.[NH3:30], predict the reaction product. The product is: [NH2:1][C:2]1[C:7]2[C:8](=[O:29])[N:9]([C:14]3[CH:15]=[CH:16][C:17]([C:20]4([C:26]([NH2:30])=[O:27])[CH2:25][CH2:24][CH2:23][CH2:22][CH2:21]4)=[CH:18][CH:19]=3)[CH2:10][C@@H:11]([CH3:13])[O:12][C:6]=2[N:5]=[CH:4][N:3]=1.